Dataset: Reaction yield outcomes from USPTO patents with 853,638 reactions. Task: Predict the reaction yield, written as a fraction of the theoretical maximum amount of product (1.0 means a 100% yield; for example, 0.34 means a 34% yield). The catalyst is C(Cl)Cl.CN(C1C=CN=CC=1)C. The reactants are [NH:1]([C:3]([C@@H:5]1[CH2:9][CH2:8][CH2:7][C@H:6]1[NH:10][C:11](=[O:17])[O:12][C:13]([CH3:16])([CH3:15])[CH3:14])=[O:4])[NH2:2].[CH2:18]([O:25][N:26]1[C:32](=[O:33])[N:31]2[CH2:34][C@H:27]1[CH2:28][CH2:29][C@H:30]2[C:35](O)=[O:36])[C:19]1[CH:24]=[CH:23][CH:22]=[CH:21][CH:20]=1.C1C=CC2N(O)N=NC=2C=1.CCN=C=NCCCN(C)C. The product is [CH2:18]([O:25][N:26]1[C:32](=[O:33])[N:31]2[CH2:34][C@H:27]1[CH2:28][CH2:29][C@H:30]2[C:35]([NH:2][NH:1][C:3]([C@@H:5]1[CH2:9][CH2:8][CH2:7][C@H:6]1[NH:10][C:11](=[O:17])[O:12][C:13]([CH3:14])([CH3:16])[CH3:15])=[O:4])=[O:36])[C:19]1[CH:20]=[CH:21][CH:22]=[CH:23][CH:24]=1. The yield is 0.820.